Dataset: Reaction yield outcomes from USPTO patents with 853,638 reactions. Task: Predict the reaction yield, written as a fraction of the theoretical maximum amount of product (1.0 means a 100% yield; for example, 0.34 means a 34% yield). (1) The reactants are Br[C:2]1[CH:3]=[CH:4][C:5]2[N:6]([C:16]3[CH:21]=[CH:20][CH:19]=[CH:18][CH:17]=3)[C:7]3[C:12]([C:13]=2[CH:14]=1)=[CH:11][C:10](Br)=[CH:9][CH:8]=3.[CH:22]1[C:30]2[C:29]3[CH:31]=[CH:32][CH:33]=[CH:34][C:28]=3[S:27][C:26]=2[C:25](B(O)O)=[CH:24][CH:23]=1.[C:38]1([CH3:44])[CH:43]=[CH:42][CH:41]=[CH:40][CH:39]=1.C(=O)([O-])[O-].[K+].[K+]. The catalyst is C([O-])(=O)C.[Pd+2].C([O-])(=O)C.C1(C)C=CC=CC=1P(C1C=CC=CC=1C)C1C=CC=CC=1C.C(O)C. The product is [CH:22]1[C:30]2[C:29]3[CH:31]=[CH:32][CH:33]=[CH:34][C:28]=3[S:27][C:26]=2[C:25]([C:2]2[CH:3]=[CH:4][C:5]3[N:6]([C:16]4[CH:21]=[CH:20][CH:19]=[CH:18][CH:17]=4)[C:7]4[C:12]([C:13]=3[CH:14]=2)=[CH:11][C:10]([C:42]2[C:43]3[S:27][C:26]5[CH:25]=[CH:24][CH:23]=[CH:22][C:44]=5[C:38]=3[CH:39]=[CH:40][CH:41]=2)=[CH:9][CH:8]=4)=[CH:24][CH:23]=1. The yield is 0.470. (2) The reactants are [CH3:1][O:2][C:3]1[C:4]([CH2:22][C:23]([OH:25])=O)=[N:5][CH:6]=[C:7]([O:9][C:10]2[C:19]3[C:14](=[CH:15][CH:16]=[C:17]([O:20][CH3:21])[CH:18]=3)[N:13]=[CH:12][CH:11]=2)[CH:8]=1.[NH2:26][C:27]1[CH:31]=[C:30]([CH:32]([CH3:34])[CH3:33])[NH:29][N:28]=1. No catalyst specified. The product is [CH:32]([C:30]1[NH:29][N:28]=[C:27]([NH:26][C:23](=[O:25])[CH2:22][C:4]2[C:3]([O:2][CH3:1])=[CH:8][C:7]([O:9][C:10]3[C:19]4[C:14](=[CH:15][CH:16]=[C:17]([O:20][CH3:21])[CH:18]=4)[N:13]=[CH:12][CH:11]=3)=[CH:6][N:5]=2)[CH:31]=1)([CH3:34])[CH3:33]. The yield is 0.260. (3) The reactants are [N:1]1[CH:6]=[CH:5][CH:4]=[C:3]([CH:7]2[CH2:12][CH2:11][C:10](=[O:13])[CH2:9][CH2:8]2)[CH:2]=1.[BH4-].[Na+].Cl.C([O-])(O)=O.[Na+]. The catalyst is CO. The product is [N:1]1[CH:6]=[CH:5][CH:4]=[C:3]([C@@H:7]2[CH2:8][CH2:9][C@H:10]([OH:13])[CH2:11][CH2:12]2)[CH:2]=1. The yield is 0.160. (4) The reactants are [NH2:1][C:2]1[CH:3]=[CH:4][N:5]([CH3:27])[C:6]2[C:7]=1[CH:8]=[N:9][C:10]1[N:19]([C:20]3[CH:25]=[CH:24][C:23]([Cl:26])=[CH:22][CH:21]=3)[CH2:18][CH:17]=[C:12]3[NH:13][C:14](=[O:16])[C:15]=2[C:11]=13.[CH2:28]([S:30](Cl)(=[O:32])=[O:31])[CH3:29].C(N(CC)CC)C. The catalyst is ClCCl. The product is [Cl:26][C:23]1[CH:24]=[CH:25][C:20]([N:19]2[C:10]3=[C:11]4[C:15](=[C:6]5[N:5]([CH3:27])[CH:4]=[CH:3][C:2]([NH:1][S:30]([CH2:28][CH3:29])(=[O:32])=[O:31])=[C:7]5[CH:8]=[N:9]3)[C:14](=[O:16])[NH:13][C:12]4=[CH:17][CH2:18]2)=[CH:21][CH:22]=1. The yield is 0.566. (5) The reactants are [Br:1][C:2]1[CH:3]=[C:4]2[C:8](=[CH:9][C:10]=1[Cl:11])[NH:7][CH:6]=[CH:5]2.N1C=CC=CC=1.ClC(Cl)(Cl)[C:20](Cl)=[O:21].[C:25](=O)([O-])[O-:26].[K+].[K+]. The catalyst is CN(C1C=CN=CC=1)C.CO.O1CCCC1. The product is [Br:1][C:2]1[CH:3]=[C:4]2[C:8](=[CH:9][C:10]=1[Cl:11])[NH:7][CH:6]=[C:5]2[C:25]([O:21][CH3:20])=[O:26]. The yield is 0.990. (6) The reactants are [CH3:1][O:2][C:3]1[CH:20]=[C:19]2[C:6]([C@@:7]3([CH3:24])[C@H:16]([CH2:17][S:18]2)[C@:15]2([CH3:21])[C@H:10]([C:11]([CH3:23])([CH3:22])[CH2:12][CH2:13][CH2:14]2)[CH2:9][CH2:8]3)=[C:5]([OH:25])[CH:4]=1.N1C=CC=CC=1.[O:32](S(C(F)(F)F)(=O)=O)[S:33]([C:36]([F:39])([F:38])[F:37])(=O)=[O:34]. The catalyst is C(Cl)Cl. The product is [F:37][C:36]([F:39])([F:38])[S:33]([O:25][C:5]1[CH:4]=[C:3]([O:2][CH3:1])[CH:20]=[C:19]2[C:6]=1[C@@:7]1([CH3:24])[C@H:16]([CH2:17][S:18]2)[C@:15]2([CH3:21])[C@H:10]([C:11]([CH3:23])([CH3:22])[CH2:12][CH2:13][CH2:14]2)[CH2:9][CH2:8]1)(=[O:34])=[O:32]. The yield is 0.980. (7) The reactants are [CH3:1][C:2]1[CH:10]=[CH:9][CH:8]=[C:7]([CH3:11])[C:3]=1[C:4](Cl)=[O:5].[CH3:12][O:13][C:14]1[CH:19]=[C:18]([O:20][CH3:21])[CH:17]=[CH:16][C:15]=1[CH2:22]/[C:23](=[N:25]/[OH:26])/[NH2:24]. No catalyst specified. The product is [CH3:12][O:13][C:14]1[CH:19]=[C:18]([O:20][CH3:21])[CH:17]=[CH:16][C:15]=1[CH2:22]/[C:23](=[N:25]/[O:26][C:4](=[O:5])[C:3]1[C:7]([CH3:11])=[CH:8][CH:9]=[CH:10][C:2]=1[CH3:1])/[NH2:24]. The yield is 0.750. (8) The reactants are [OH-].[Na+].[CH2:3]([NH:10][C:11](=[O:37])[N:12]([C:14]1[CH:15]=[C:16]([C:20]2[CH:25]=[CH:24][C:23]([CH2:26][CH2:27][C:28]([O:30]C)=[O:29])=[CH:22][C:21]=2[O:32][CH2:33][CH2:34][O:35][CH3:36])[CH:17]=[CH:18][CH:19]=1)[CH3:13])[CH2:4][CH2:5][CH2:6][CH2:7][CH2:8][CH3:9]. The catalyst is CO. The product is [CH2:3]([NH:10][C:11](=[O:37])[N:12]([C:14]1[CH:15]=[C:16]([C:20]2[CH:25]=[CH:24][C:23]([CH2:26][CH2:27][C:28]([OH:30])=[O:29])=[CH:22][C:21]=2[O:32][CH2:33][CH2:34][O:35][CH3:36])[CH:17]=[CH:18][CH:19]=1)[CH3:13])[CH2:4][CH2:5][CH2:6][CH2:7][CH2:8][CH3:9]. The yield is 0.840. (9) The reactants are [CH3:1][O:2][C:3]1[N:8]=[C:7](OS(C(F)(F)F)(=O)=O)[CH:6]=[C:5]([NH:17][CH2:18][CH2:19][C:20]2[CH:25]=[CH:24][C:23]([O:26][C:27]([F:30])([F:29])[F:28])=[CH:22][CH:21]=2)[N:4]=1.[CH2:31]([O:33][C:34]([CH:36]1[O:41][CH2:40][CH2:39][NH:38][CH2:37]1)=[O:35])[CH3:32]. The catalyst is CN(C=O)C. The product is [CH2:31]([O:33][C:34]([CH:36]1[O:41][CH2:40][CH2:39][N:38]([C:7]2[CH:6]=[C:5]([NH:17][CH2:18][CH2:19][C:20]3[CH:25]=[CH:24][C:23]([O:26][C:27]([F:30])([F:29])[F:28])=[CH:22][CH:21]=3)[N:4]=[C:3]([O:2][CH3:1])[N:8]=2)[CH2:37]1)=[O:35])[CH3:32]. The yield is 0.650.